This data is from Reaction yield outcomes from USPTO patents with 853,638 reactions. The task is: Predict the reaction yield, written as a fraction of the theoretical maximum amount of product (1.0 means a 100% yield; for example, 0.34 means a 34% yield). (1) The reactants are [CH3:1][O:2][C:3]1[CH:4]=[C:5]2[C:9](=[CH:10][CH:11]=1)[NH:8][C:7]([CH3:12])=[CH:6]2.C=O.CNC.CI.[Si](C#N)(C)(C)C.CC[CH2:28][CH2:29][N+:30](CCCC)(CCCC)CCCC.[F-]. The catalyst is C(O)(=O)C.O.C1(C)C=CC=CC=1. The product is [CH3:1][O:2][C:3]1[CH:4]=[C:5]2[C:9](=[CH:10][CH:11]=1)[NH:8][C:7]([CH3:12])=[C:6]2[CH2:28][C:29]#[N:30]. The yield is 0.440. (2) The reactants are [Br:1][C:2]1[CH:7]=[C:6]([S:8]([CH3:11])(=[O:10])=[O:9])[CH:5]=[CH:4][C:3]=1F.C(N(CC)C(C)C)(C)C.[NH2:22][CH:23]1[CH2:28][CH2:27][N:26]([C:29]([O:31][C:32]([CH3:35])([CH3:34])[CH3:33])=[O:30])[CH2:25][CH2:24]1.[Cl-].[NH4+]. The catalyst is CS(C)=O. The product is [Br:1][C:2]1[CH:7]=[C:6]([S:8]([CH3:11])(=[O:10])=[O:9])[CH:5]=[CH:4][C:3]=1[NH:22][CH:23]1[CH2:24][CH2:25][N:26]([C:29]([O:31][C:32]([CH3:35])([CH3:34])[CH3:33])=[O:30])[CH2:27][CH2:28]1. The yield is 0.620. (3) The reactants are [Br:1][C:2]1[C:6]2[CH2:7][N:8]([C:11](OC(C)(C)C)=[O:12])[CH2:9][CH2:10][C:5]=2[N:4]([CH:18]([CH3:24])[C:19]([O:21][CH2:22][CH3:23])=[O:20])[N:3]=1.F[C:26](F)(F)C(O)=O.C(N(CC)CC)C.C(OC(=O)C)(=O)C. The product is [C:11]([N:8]1[CH2:9][CH2:10][C:5]2[N:4]([CH:18]([CH3:24])[C:19]([O:21][CH2:22][CH3:23])=[O:20])[N:3]=[C:2]([Br:1])[C:6]=2[CH2:7]1)(=[O:12])[CH3:26]. The catalyst is C(Cl)Cl. The yield is 0.570. (4) The reactants are S(Cl)([Cl:3])=O.[CH3:5][N:6]1[C:20]2[C:15](=[CH:16][CH:17]=[CH:18][CH:19]=2)[C:8]([CH2:9][C@@H:10]([C:12]([O-:14])=[O:13])[NH2:11])=[CH:7]1.[CH3:21]O. No catalyst specified. The product is [ClH:3].[CH3:5][N:6]1[C:20]2[C:15](=[CH:16][CH:17]=[CH:18][CH:19]=2)[C:8]([CH2:9][C@@H:10]([C:12]([O:14][CH3:21])=[O:13])[NH2:11])=[CH:7]1. The yield is 0.870. (5) The reactants are [Cl:1][C:2]1[C:3]([OH:45])=[C:4]([S:9]([N:12]([CH2:21][C:22]2[CH:23]=[C:24]([CH:34]=[C:35]([O:37][C:38]3[CH:43]=[CH:42][C:41]([F:44])=[CH:40][CH:39]=3)[CH:36]=2)[CH2:25][NH:26]C(=O)OC(C)(C)C)[CH2:13][C:14]2[CH:19]=[CH:18][C:17]([F:20])=[CH:16][CH:15]=2)(=[O:11])=[O:10])[CH:5]=[C:6]([Cl:8])[CH:7]=1.C(O)(C(F)(F)F)=O. The catalyst is C(Cl)Cl. The product is [NH2:26][CH2:25][C:24]1[CH:23]=[C:22]([CH:36]=[C:35]([O:37][C:38]2[CH:39]=[CH:40][C:41]([F:44])=[CH:42][CH:43]=2)[CH:34]=1)[CH2:21][N:12]([CH2:13][C:14]1[CH:15]=[CH:16][C:17]([F:20])=[CH:18][CH:19]=1)[S:9]([C:4]1[CH:5]=[C:6]([Cl:8])[CH:7]=[C:2]([Cl:1])[C:3]=1[OH:45])(=[O:11])=[O:10]. The yield is 0.960. (6) The reactants are C(OC([N:8]1[CH2:13][CH2:12][C:11]([C:15]2[S:19][C:18]3[CH:20]=[C:21]([O:24][CH3:25])[CH:22]=[CH:23][C:17]=3[CH:16]=2)(O)[CH2:10][CH2:9]1)=O)(C)(C)C.FC(F)(F)C(O)=O. The catalyst is C(Cl)Cl. The product is [CH3:25][O:24][C:21]1[CH:22]=[CH:23][C:17]2[CH:16]=[C:15]([C:11]3[CH2:12][CH2:13][NH:8][CH2:9][CH:10]=3)[S:19][C:18]=2[CH:20]=1. The yield is 0.800. (7) The reactants are Cl[C:2]1[C:11]2[C:6](=[CH:7][CH:8]=[CH:9][CH:10]=2)[N:5]=[C:4]([C:12]([O:14][CH2:15][CH3:16])=[O:13])[N:3]=1.[I-].[K+].CCN(C(C)C)C(C)C.[NH:28]1[CH:32]=[CH:31][C:30]([NH2:33])=[N:29]1. The catalyst is CN(C=O)C.O. The product is [NH:28]1[CH:32]=[CH:31][C:30]([NH:33][C:2]2[C:11]3[C:6](=[CH:7][CH:8]=[CH:9][CH:10]=3)[N:5]=[C:4]([C:12]([O:14][CH2:15][CH3:16])=[O:13])[N:3]=2)=[N:29]1. The yield is 0.640. (8) The reactants are Br[C:2]1[CH:3]=[CH:4][C:5]2[N:6]([CH:22]=1)[C:7](=[O:21])[CH:8]=[C:9]([C:11]1[CH:16]=[CH:15][C:14]([O:17][CH3:18])=[C:13]([O:19][CH3:20])[CH:12]=1)[N:10]=2.CC1(C)C(C)(C)OB([C:31]2[CH2:36][CH2:35][N:34]([C:37]([O:39][C:40]([CH3:43])([CH3:42])[CH3:41])=[O:38])[CH2:33][CH:32]=2)O1.C(=O)([O-])[O-].[K+].[K+]. The catalyst is C(#N)C.C1C=CC(P(C2C=CC=CC=2)[C-]2C=CC=C2)=CC=1.C1C=CC(P(C2C=CC=CC=2)[C-]2C=CC=C2)=CC=1.Cl[Pd]Cl.[Fe+2]. The product is [CH3:20][O:19][C:13]1[CH:12]=[C:11]([C:9]2[N:10]=[C:5]3[CH:4]=[CH:3][C:2]([C:31]4[CH2:36][CH2:35][N:34]([C:37]([O:39][C:40]([CH3:43])([CH3:42])[CH3:41])=[O:38])[CH2:33][CH:32]=4)=[CH:22][N:6]3[C:7](=[O:21])[CH:8]=2)[CH:16]=[CH:15][C:14]=1[O:17][CH3:18]. The yield is 0.950.